From a dataset of Full USPTO retrosynthesis dataset with 1.9M reactions from patents (1976-2016). Predict the reactants needed to synthesize the given product. (1) Given the product [CH:9]12[CH2:14][CH:13]1[CH2:12][N:11]([C:2]1[S:3][CH:4]=[C:5]([Br:7])[N:6]=1)[CH2:10]2, predict the reactants needed to synthesize it. The reactants are: Br[C:2]1[S:3][CH:4]=[C:5]([Br:7])[N:6]=1.Cl.[CH:9]12[CH2:14][CH:13]1[CH2:12][NH:11][CH2:10]2.CCN(C(C)C)C(C)C. (2) Given the product [OH:7][CH2:6][CH2:5][O:4][CH2:3][CH2:2][NH:1][C:8](=[O:9])[O:10][C:11]([CH3:14])([CH3:13])[CH3:12], predict the reactants needed to synthesize it. The reactants are: [NH2:1][CH2:2][CH2:3][O:4][CH2:5][CH2:6][OH:7].[C:8](O[C:8]([O:10][C:11]([CH3:14])([CH3:13])[CH3:12])=[O:9])([O:10][C:11]([CH3:14])([CH3:13])[CH3:12])=[O:9].